This data is from Full USPTO retrosynthesis dataset with 1.9M reactions from patents (1976-2016). The task is: Predict the reactants needed to synthesize the given product. (1) Given the product [N:28]([C@H:13]1[CH2:12][N:11]([C:16]([O:18][C:19]([CH3:22])([CH3:21])[CH3:20])=[O:17])[C@@H:10]([CH2:9][O:8][C:5]2[CH:6]=[CH:7][C:2]([F:1])=[CH:3][CH:4]=2)[CH2:14]1)=[N+:29]=[N-:30], predict the reactants needed to synthesize it. The reactants are: [F:1][C:2]1[CH:7]=[CH:6][C:5]([O:8][CH2:9][C@H:10]2[CH2:14][C@H:13](O)[CH2:12][N:11]2[C:16]([O:18][C:19]([CH3:22])([CH3:21])[CH3:20])=[O:17])=[CH:4][CH:3]=1.S(Cl)(C)(=O)=O.[N-:28]=[N+:29]=[N-:30].C([N+](CCCC)(CCCC)CCCC)CCC. (2) Given the product [C:1]1(=[C:8]([C:17]2[CH:22]=[CH:21][C:20]([OH:23])=[CH:19][CH:18]=2)[C:9]2[CH:10]=[CH:11][C:12]([C:13]#[N:14])=[CH:15][CH:16]=2)[CH2:7][CH2:6][CH2:5][CH2:4][CH2:3][CH2:2]1, predict the reactants needed to synthesize it. The reactants are: [C:1]1(=[C:8]([C:17]2[CH:22]=[CH:21][C:20]([O:23]C)=[CH:19][CH:18]=2)[C:9]2[CH:16]=[CH:15][C:12]([C:13]#[N:14])=[CH:11][CH:10]=2)[CH2:7][CH2:6][CH2:5][CH2:4][CH2:3][CH2:2]1.B(Br)(Br)Br.O. (3) Given the product [CH2:1]([NH:3][C:4]1[C:9]([C:10]([OH:12])=[O:11])=[CH:8][N:7]=[C:6]([S:15][CH3:16])[N:5]=1)[CH3:2], predict the reactants needed to synthesize it. The reactants are: [CH2:1]([NH:3][C:4]1[C:9]([C:10]([O:12]CC)=[O:11])=[CH:8][N:7]=[C:6]([S:15][CH3:16])[N:5]=1)[CH3:2].[OH-].[Na+]. (4) Given the product [F:41][C:42]([F:47])([F:46])[C:43]([OH:45])=[O:44].[CH2:19]([N:18]([C:26]1[N:31]=[CH:30][C:29]([N:38]2[CH2:39][CH2:40][CH:36]([O:35][CH3:34])[CH2:37]2)=[CH:28][N:27]=1)[CH2:17][CH2:16][C:14]1[N:15]=[C:11]([S:10][C:7]([CH3:9])([CH3:8])[C:6]([OH:5])=[O:33])[S:12][CH:13]=1)[CH2:20][CH2:21][CH2:22][CH2:23][CH2:24][CH3:25], predict the reactants needed to synthesize it. The reactants are: C([O:5][C:6](=[O:33])[C:7]([S:10][C:11]1[S:12][CH:13]=[C:14]([CH2:16][CH2:17][N:18]([C:26]2[N:31]=[CH:30][C:29](Br)=[CH:28][N:27]=2)[CH2:19][CH2:20][CH2:21][CH2:22][CH2:23][CH2:24][CH3:25])[N:15]=1)([CH3:9])[CH3:8])(C)(C)C.[CH3:34][O:35][CH:36]1[CH2:40][CH2:39][NH:38][CH2:37]1.[F:41][C:42]([F:47])([F:46])[C:43]([OH:45])=[O:44]. (5) Given the product [Cl:2][C:3]1[CH:4]=[C:5]([NH:10][C:11]2[C:16]([NH:17][N:18]=[CH:32][C:31]3[C:30]4[C:25](=[CH:26][CH:27]=[CH:28][CH:29]=4)[NH:24][C:23]=3[CH3:22])=[N:15][C:14]3=[N:19][O:20][N:21]=[C:13]3[N:12]=2)[CH:6]=[CH:7][C:8]=1[F:9], predict the reactants needed to synthesize it. The reactants are: Cl.[Cl:2][C:3]1[CH:4]=[C:5]([NH:10][C:11]2[C:16]([NH:17][NH2:18])=[N:15][C:14]3=[N:19][O:20][N:21]=[C:13]3[N:12]=2)[CH:6]=[CH:7][C:8]=1[F:9].[CH3:22][C:23]1[NH:24][C:25]2[C:30]([C:31]=1[CH:32]=O)=[CH:29][CH:28]=[CH:27][CH:26]=2. (6) Given the product [CH:16]1([C:22]2[N:23]([CH2:2][C:3]3[C:12]4[C:7](=[C:8]([F:14])[C:9]([F:13])=[CH:10][CH:11]=4)[NH:6][C:5](=[O:15])[CH:4]=3)[C:24]3[CH:30]=[CH:29][CH:28]=[CH:27][C:25]=3[N:26]=2)[CH2:17][CH2:18][CH2:19][CH2:20][CH2:21]1, predict the reactants needed to synthesize it. The reactants are: Br[CH2:2][C:3]1[C:12]2[C:7](=[C:8]([F:14])[C:9]([F:13])=[CH:10][CH:11]=2)[NH:6][C:5](=[O:15])[CH:4]=1.[CH:16]1([C:22]2[NH:26][C:25]3[CH:27]=[CH:28][CH:29]=[CH:30][C:24]=3[N:23]=2)[CH2:21][CH2:20][CH2:19][CH2:18][CH2:17]1.